From a dataset of Catalyst prediction with 721,799 reactions and 888 catalyst types from USPTO. Predict which catalyst facilitates the given reaction. (1) Reactant: [CH:1]1([CH2:6][OH:7])[CH2:5][CH2:4][CH2:3][CH2:2]1.[H-].[Na+].Br[C:11]1[CH:23]=[CH:22][C:14]([C:15]([O:17][C:18]([CH3:21])(C)C)=[O:16])=[CH:13][N:12]=1. Product: [CH:1]1([CH2:6][O:7][C:11]2[CH:23]=[CH:22][C:14]([C:15]([O:17][CH2:18][CH:21]3[CH2:3][CH2:2][CH2:1][CH2:5]3)=[O:16])=[CH:13][N:12]=2)[CH2:5][CH2:4][CH2:3][CH2:2]1. The catalyst class is: 18. (2) Reactant: C[Si](C)(C)[O:3][C:4]1[CH2:5][CH2:6][N:7]([C:10]([O:12][C:13]([CH3:16])([CH3:15])[CH3:14])=[O:11])[CH2:8][CH:9]=1.[B-](F)(F)(F)[F:20].[B-](F)(F)(F)F.C1[N+]2(CCl)CC[N+](F)(CC2)C1. Product: [F:20][CH:5]1[C:4](=[O:3])[CH2:9][CH2:8][N:7]([C:10]([O:12][C:13]([CH3:16])([CH3:15])[CH3:14])=[O:11])[CH2:6]1. The catalyst class is: 10. (3) Reactant: [N:1]1[CH:6]=[CH:5][CH:4]=[CH:3][C:2]=1[N:7]1[CH2:11][CH2:10][NH:9][C:8]1=[O:12].[Li]CCCC.[Cl:18][C:19](Cl)([O:21]C(=O)OC(Cl)(Cl)Cl)Cl. Product: [O:12]=[C:8]1[N:7]([C:2]2[CH:3]=[CH:4][CH:5]=[CH:6][N:1]=2)[CH2:11][CH2:10][N:9]1[C:19]([Cl:18])=[O:21]. The catalyst class is: 1. (4) Product: [CH2:10]([C:12]1[CH:13]=[C:14]([CH:15]=[CH:16][CH:17]=1)[O:18][C:2]1[CH:3]=[C:4]([CH:7]=[CH:8][CH:9]=1)[C:5]#[N:6])[CH3:11]. The catalyst class is: 3. Reactant: F[C:2]1[CH:3]=[C:4]([CH:7]=[CH:8][CH:9]=1)[C:5]#[N:6].[CH2:10]([C:12]1[CH:13]=[C:14]([OH:18])[CH:15]=[CH:16][CH:17]=1)[CH3:11].C(=O)([O-])[O-].[Cs+].[Cs+].Cl. (5) Reactant: [CH3:1][C:2]([OH:5])([CH3:4])[CH3:3].Cl[S:7]([N:10]=[C:11]=[O:12])(=[O:9])=[O:8].[CH:13]1([NH2:16])[CH2:15][CH2:14]1. Product: [CH:13]1([NH:16][S:7]([NH:10][C:11](=[O:12])[O:5][C:2]([CH3:4])([CH3:3])[CH3:1])(=[O:9])=[O:8])[CH2:15][CH2:14]1. The catalyst class is: 2.